From a dataset of Forward reaction prediction with 1.9M reactions from USPTO patents (1976-2016). Predict the product of the given reaction. (1) Given the reactants [CH2:1]([C:3]1OC(=O)[CH:6]=[C:5]([O:10][CH3:11])[CH:4]=1)[CH3:2].[CH3:12][O:13][C:14]([C:16]#[C:17][C:18]([O:20][CH3:21])=[O:19])=[O:15], predict the reaction product. The product is: [CH3:12][O:13][C:14](=[O:15])[C:16]1[C:17](=[C:3]([CH2:1][CH3:2])[CH:4]=[C:5]([O:10][CH3:11])[CH:6]=1)[C:18]([O:20][CH3:21])=[O:19]. (2) Given the reactants Br[C:2]1[N:3]=[C:4]([NH:11][C:12]2[CH:13]=[C:14]3[C:18](=[CH:19][CH:20]=2)[NH:17][N:16]=[CH:15]3)[C:5]2[N:6]([CH:8]=[CH:9][N:10]=2)[CH:7]=1.[O-]P([O-])([O-])=O.[K+].[K+].[K+].O1[CH2:34][CH2:33]OCC1, predict the reaction product. The product is: [NH2:11][C:12]1[CH:20]=[C:19]([C:2]2[N:3]=[C:4]([NH:11][C:12]3[CH:13]=[C:14]4[C:18](=[CH:19][CH:20]=3)[NH:17][N:16]=[CH:15]4)[C:5]3[N:6]([CH:8]=[CH:9][N:10]=3)[CH:7]=2)[CH:18]=[CH:33][CH:34]=1.